From a dataset of Forward reaction prediction with 1.9M reactions from USPTO patents (1976-2016). Predict the product of the given reaction. (1) The product is: [NH2:18][C:16]1[CH:15]=[CH:14][C:13]([F:21])=[C:12]([N:11]([S:22]([C:25]2[CH:30]=[CH:29][C:28]([Br:31])=[C:27]([F:32])[CH:26]=2)(=[O:24])=[O:23])[S:8]([C:5]2[CH:6]=[CH:7][C:2]([Br:1])=[C:3]([F:33])[CH:4]=2)(=[O:10])=[O:9])[CH:17]=1. Given the reactants [Br:1][C:2]1[CH:7]=[CH:6][C:5]([S:8]([N:11]([S:22]([C:25]2[CH:30]=[CH:29][C:28]([Br:31])=[C:27]([F:32])[CH:26]=2)(=[O:24])=[O:23])[C:12]2[CH:17]=[C:16]([N+:18]([O-])=O)[CH:15]=[CH:14][C:13]=2[F:21])(=[O:10])=[O:9])=[CH:4][C:3]=1[F:33].O.O.[Sn](Cl)Cl.C(OCC)(=O)C, predict the reaction product. (2) The product is: [C:1]1([C:7]2[N:11]([CH2:12][C:13]3[CH:14]=[CH:15][C:16]([C:19]([F:22])([F:21])[F:20])=[CH:17][CH:18]=3)[C:10]([C:23]3[CH:24]=[C:25]4[C:30](=[CH:31][CH:32]=3)[CH:29]=[C:28]([O:33][CH2:35][C:36]#[N:37])[CH:27]=[CH:26]4)=[CH:9][CH:8]=2)[CH:2]=[CH:3][CH:4]=[CH:5][CH:6]=1. Given the reactants [C:1]1([C:7]2[N:11]([CH2:12][C:13]3[CH:18]=[CH:17][C:16]([C:19]([F:22])([F:21])[F:20])=[CH:15][CH:14]=3)[C:10]([C:23]3[CH:24]=[C:25]4[C:30](=[CH:31][CH:32]=3)[CH:29]=[C:28]([OH:33])[CH:27]=[CH:26]4)=[CH:9][CH:8]=2)[CH:6]=[CH:5][CH:4]=[CH:3][CH:2]=1.Br[CH2:35][C:36]#[N:37].C(=O)([O-])[O-].[Cs+].[Cs+], predict the reaction product. (3) Given the reactants [Br:1][C:2]1[CH:3]=[C:4]2[C:9](=[CH:10][CH:11]=1)[C:8](=[O:12])[NH:7][C:6](=[O:13])[C:5]2=[CH:14]OC.[NH2:17][C:18]1[CH:23]=[CH:22][C:21]([N:24]2[CH2:29][CH2:28][N:27]([C:30]([O:32][C:33]([CH3:36])([CH3:35])[CH3:34])=[O:31])[CH2:26][CH2:25]2)=[CH:20][CH:19]=1, predict the reaction product. The product is: [Br:1][C:2]1[CH:3]=[C:4]2[C:9](=[CH:10][CH:11]=1)[C:8](=[O:12])[NH:7][C:6](=[O:13])/[C:5]/2=[CH:14]\[NH:17][C:18]1[CH:23]=[CH:22][C:21]([N:24]2[CH2:29][CH2:28][N:27]([C:30]([O:32][C:33]([CH3:36])([CH3:35])[CH3:34])=[O:31])[CH2:26][CH2:25]2)=[CH:20][CH:19]=1. (4) The product is: [N+:39]([C:34]1[CH:35]=[CH:36][CH:37]=[CH:38][C:33]=1[CH2:32][O:31][CH2:30][C:28]1[C:26]([NH2:27])=[N:25][C:23](=[O:24])[N:22]([CH:29]=1)[C@@H:10]1[O:11][C@H:12]([CH2:13][OH:14])[C@@H:8]([OH:42])[CH2:9]1)([O-:41])=[O:40]. Given the reactants [Si]([C@@:8]1([OH:42])[C@@H:12]([CH2:13][O:14][Si](C(C)(C)C)(C)C)[O:11][C@@H:10]([N:22]2[CH:29]=[C:28]([CH2:30][O:31][CH2:32][C:33]3[CH:38]=[CH:37][CH:36]=[CH:35][C:34]=3[N+:39]([O-:41])=[O:40])[C:26]([NH2:27])=[N:25][C:23]2=[O:24])[CH2:9]1)(C(C)(C)C)(C)C.[N+](CCCC)(CCCC)(CCCC)CCCC.[F-], predict the reaction product. (5) Given the reactants [CH3:1][C:2]1[C:10]2[C:5](=[CH:6][C:7]([NH:11][C:12]3[C:13]4[CH:36]=[CH:35][N:34](S(C5C=CC(C)=CC=5)(=O)=O)[C:14]=4[N:15]=[C:16]([NH:18][C:19]4[CH:24]=[CH:23][C:22]([N:25]5[CH2:30][CH2:29][N:28]([C:31](=[O:33])[CH3:32])[CH2:27][CH2:26]5)=[CH:21][CH:20]=4)[N:17]=3)=[CH:8][CH:9]=2)[NH:4][N:3]=1.[OH-].[K+], predict the reaction product. The product is: [CH3:1][C:2]1[C:10]2[C:5](=[CH:6][C:7]([NH:11][C:12]3[C:13]4[CH:36]=[CH:35][NH:34][C:14]=4[N:15]=[C:16]([NH:18][C:19]4[CH:24]=[CH:23][C:22]([N:25]5[CH2:26][CH2:27][N:28]([C:31](=[O:33])[CH3:32])[CH2:29][CH2:30]5)=[CH:21][CH:20]=4)[N:17]=3)=[CH:8][CH:9]=2)[NH:4][N:3]=1.